This data is from Reaction yield outcomes from USPTO patents with 853,638 reactions. The task is: Predict the reaction yield, written as a fraction of the theoretical maximum amount of product (1.0 means a 100% yield; for example, 0.34 means a 34% yield). The reactants are N[C:2]1[CH:3]=[CH:4][C:5]([O:8][CH3:9])=[N:6][CH:7]=1.[ClH:10].N([O-])=O.[Na+].[S:15](=[O:17])=[O:16]. The catalyst is C(O)(=O)C. The product is [CH3:9][O:8][C:5]1[N:6]=[CH:7][C:2]([S:15]([Cl:10])(=[O:17])=[O:16])=[CH:3][CH:4]=1. The yield is 0.510.